This data is from Catalyst prediction with 721,799 reactions and 888 catalyst types from USPTO. The task is: Predict which catalyst facilitates the given reaction. (1) Reactant: [Cl:1][C:2]1[C:7]([C:8]2([CH3:11])[CH2:10][CH2:9]2)=[CH:6][C:5]([NH:12][CH2:13][C:14]([OH:16])=O)=[C:4]([O:17][CH3:18])[CH:3]=1.[N:19]1([CH:25]2[CH2:28][N:27]([C:29]([O:31][C:32]([CH3:35])([CH3:34])[CH3:33])=[O:30])[CH2:26]2)[CH2:24][CH2:23][NH:22][CH2:21][CH2:20]1.F[P-](F)(F)(F)(F)F.N1(O[P+](N(C)C)(N(C)C)N(C)C)C2C=CC=CC=2N=N1.CCN(C(C)C)C(C)C. Product: [Cl:1][C:2]1[C:7]([C:8]2([CH3:11])[CH2:9][CH2:10]2)=[CH:6][C:5]([NH:12][CH2:13][C:14]([N:22]2[CH2:23][CH2:24][N:19]([CH:25]3[CH2:26][N:27]([C:29]([O:31][C:32]([CH3:35])([CH3:34])[CH3:33])=[O:30])[CH2:28]3)[CH2:20][CH2:21]2)=[O:16])=[C:4]([O:17][CH3:18])[CH:3]=1. The catalyst class is: 3. (2) Reactant: C(S)[CH2:2][S:3]([O-])(=O)=O.[Na+].[Br:9][C:10]1[C:11](Cl)=[N:12][C:13]([Cl:16])=[N:14][CH:15]=1.O. The catalyst class is: 10. Product: [Br:9][C:10]1[C:11]([S:3][CH3:2])=[N:12][C:13]([Cl:16])=[N:14][CH:15]=1. (3) Reactant: [S:1]1[C:5]2[CH:6]=[CH:7][CH:8]=[CH:9][C:4]=2[N:3]=[C:2]1[NH:10][C:11](=[O:22])[C:12]1[CH:17]=[CH:16][CH:15]=[C:14]([C:18]([F:21])([F:20])[F:19])[CH:13]=1.C(=O)([O-])[O-].[K+].[K+].Br[CH:30]([CH2:35][OH:36])[C:31]([O:33][CH3:34])=[O:32]. Product: [OH:36][CH2:35][CH:30]([N:3]1[C:4]2[CH:9]=[CH:8][CH:7]=[CH:6][C:5]=2[S:1][C:2]1=[N:10][C:11](=[O:22])[C:12]1[CH:17]=[CH:16][CH:15]=[C:14]([C:18]([F:20])([F:19])[F:21])[CH:13]=1)[C:31]([O:33][CH3:34])=[O:32]. The catalyst class is: 9. (4) Reactant: O1CCOCC1.[F:7][C:8]([F:57])([F:56])[C:9]1[CH:10]=[C:11]([CH:49]=[C:50]([C:52]([F:55])([F:54])[F:53])[CH:51]=1)[CH2:12][N:13]1[C@H:17]([CH3:18])[C@@H:16]([C:19]2[CH:24]=[C:23]([C:25]([F:28])([F:27])[F:26])[CH:22]=[CH:21][C:20]=2[C:29]2[CH:30]=[C:31]([C:37]3[CH:42]=[CH:41][C:40]([C:43]([O:45]C)=[O:44])=[CH:39][C:38]=3[Cl:47])[CH:32]=[CH:33][C:34]=2[O:35][CH3:36])[O:15][C:14]1=[O:48].O.[OH-].[Li+].Cl. Product: [F:57][C:8]([F:7])([F:56])[C:9]1[CH:10]=[C:11]([CH:49]=[C:50]([C:52]([F:54])([F:55])[F:53])[CH:51]=1)[CH2:12][N:13]1[C@H:17]([CH3:18])[C@@H:16]([C:19]2[CH:24]=[C:23]([C:25]([F:27])([F:26])[F:28])[CH:22]=[CH:21][C:20]=2[C:29]2[CH:30]=[C:31]([C:37]3[CH:42]=[CH:41][C:40]([C:43]([OH:45])=[O:44])=[CH:39][C:38]=3[Cl:47])[CH:32]=[CH:33][C:34]=2[O:35][CH3:36])[O:15][C:14]1=[O:48]. The catalyst class is: 229.